Predict the reactants needed to synthesize the given product. From a dataset of Full USPTO retrosynthesis dataset with 1.9M reactions from patents (1976-2016). Given the product [NH2:6][C:7]1[C:14]([O:15][CH3:16])=[CH:13][C:12]([CH2:19][CH:20]([CH3:23])[CH3:21])=[CH:11][C:8]=1[C:9]#[N:10], predict the reactants needed to synthesize it. The reactants are: O1CCCC1.[NH2:6][C:7]1[C:14]([O:15][CH3:16])=[CH:13][C:12](Br)=[CH:11][C:8]=1[C:9]#[N:10].[Br-].[CH3:19][CH:20]([CH3:23])[CH2:21][Zn+].